Dataset: Full USPTO retrosynthesis dataset with 1.9M reactions from patents (1976-2016). Task: Predict the reactants needed to synthesize the given product. (1) Given the product [Cl:13][CH2:7][C:6]1[N:2]([CH3:1])[N:3]=[C:4]([CH3:10])[C:5]=1[CH3:9], predict the reactants needed to synthesize it. The reactants are: [CH3:1][N:2]1[C:6]([CH2:7]O)=[C:5]([CH3:9])[C:4]([CH3:10])=[N:3]1.S(Cl)([Cl:13])=O.C(=O)([O-])O.[Na+]. (2) The reactants are: [Cl:1][C:2]1[CH:3]=[CH:4][C:5]([C:23]([F:26])([F:25])[F:24])=[C:6]([C:8]2[C:9]3[C:21](=[O:22])[CH2:20][CH2:19][C:10]=3[N:11]([CH2:15][C:16](O)=[O:17])[C:12](=[O:14])[CH:13]=2)[CH:7]=1.[NH2:27][C:28]1[CH:33]=[CH:32][C:31]([C:34]2[N:38]([C:39]([O:41][C:42]([CH3:45])([CH3:44])[CH3:43])=[O:40])[NH:37][C:36](=[O:46])[CH:35]=2)=[CH:30][CH:29]=1. Given the product [Cl:1][C:2]1[CH:3]=[CH:4][C:5]([C:23]([F:26])([F:24])[F:25])=[C:6]([C:8]2[C:9]3[C:21](=[O:22])[CH2:20][CH2:19][C:10]=3[N:11]([CH2:15][C:16]([NH:27][C:28]3[CH:33]=[CH:32][C:31]([C:34]4[N:38]([C:39]([O:41][C:42]([CH3:43])([CH3:45])[CH3:44])=[O:40])[NH:37][C:36](=[O:46])[CH:35]=4)=[CH:30][CH:29]=3)=[O:17])[C:12](=[O:14])[CH:13]=2)[CH:7]=1, predict the reactants needed to synthesize it. (3) The reactants are: [CH2:1]([NH:5][C:6]1[C:11]([CH:12]=[C:13](Br)Br)=[CH:10][CH:9]=[C:8]([C:16]([F:19])([F:18])[F:17])[N:7]=1)[CH2:2][CH2:3][CH3:4].[Li]CCCC.CCCCCC.Cl[C:32]([O:34][CH3:35])=[O:33]. Given the product [CH3:35][O:34][C:32](=[O:33])[C:13]#[C:12][C:11]1[C:6]([NH:5][CH2:1][CH2:2][CH2:3][CH3:4])=[N:7][C:8]([C:16]([F:19])([F:18])[F:17])=[CH:9][CH:10]=1, predict the reactants needed to synthesize it.